Dataset: Forward reaction prediction with 1.9M reactions from USPTO patents (1976-2016). Task: Predict the product of the given reaction. (1) Given the reactants [NH2:1][C:2]1[C:3](=[O:18])[NH:4][C:5](=[S:17])[N:6]([C:9]2[CH:14]=[CH:13][CH:12]=[C:11]([CH2:15][CH3:16])[CH:10]=2)[C:7]=1[NH2:8].[CH:19](O)=O, predict the reaction product. The product is: [CH2:15]([C:11]1[CH:10]=[C:9]([N:6]2[C:7]3[N:8]=[CH:19][NH:1][C:2]=3[C:3](=[O:18])[NH:4][C:5]2=[S:17])[CH:14]=[CH:13][CH:12]=1)[CH3:16]. (2) Given the reactants Br[CH2:2][CH2:3][N:4]1[C:8]([CH2:9]Br)=[CH:7][C:6]([N+:11]([O-:13])=[O:12])=[N:5]1.[O:14]1[CH2:17][CH:16]([NH2:18])[CH2:15]1.CCN(C(C)C)C(C)C, predict the reaction product. The product is: [N+:11]([C:6]1[CH:7]=[C:8]2[CH2:9][N:18]([CH:16]3[CH2:17][O:14][CH2:15]3)[CH2:2][CH2:3][N:4]2[N:5]=1)([O-:13])=[O:12]. (3) Given the reactants [S:1]1[C:5]2=[CH:6][O:7][CH:8]=[C:4]2[CH2:3][CH:2]1[CH2:9][C:10]1[CH:15]=[CH:14][C:13]([CH2:16][NH2:17])=[CH:12][CH:11]=1.C(N(CC)CC)C.[NH2:25][C:26]1[N:34]=[C:33]([NH2:35])[CH:32]=[CH:31][C:27]=1[C:28](O)=[O:29].ON1C2C=CC=CC=2N=N1.Cl.C(N=C=NCCCN(C)C)C, predict the reaction product. The product is: [NH2:25][C:26]1[C:27]([C:28]([NH:17][CH2:16][C:13]2[CH:14]=[CH:15][C:10]([CH2:9][CH:2]3[S:1][C:5]4=[CH:6][O:7][CH:8]=[C:4]4[CH2:3]3)=[CH:11][CH:12]=2)=[O:29])=[CH:31][CH:32]=[C:33]([NH2:35])[N:34]=1. (4) Given the reactants [C:1]([CH2:4][CH2:5][CH2:6][CH2:7][CH2:8][CH2:9][CH2:10][CH2:11][NH:12][C:13]1[CH:18]=[CH:17][CH:16]=[CH:15][C:14]=1[S:19]([NH:22][C:23]([C@@:25]1([NH:30][C:31]([C@H:33]2[NH:37][CH2:36][C@H:35]([O:38][C:39]([N:41]3[CH2:49][C:48]4[C:43](=[CH:44][CH:45]=[CH:46][C:47]=4[F:50])[CH2:42]3)=[O:40])[CH2:34]2)=[O:32])[CH2:27][C@H:26]1[CH:28]=[CH2:29])=[O:24])(=[O:21])=[O:20])([OH:3])=O.[CH3:51]CN(C(C)C)C(C)C.C[N:61]([C:63]([O:67]N1N=NC2C=CC=NC1=2)=[N+](C)C)C.F[P-](F)(F)(F)(F)F, predict the reaction product. The product is: [C:63](=[N:61][C@:26]1([CH:25]2[NH:30][C:31](=[O:32])[C@H:33]3[N:37]([CH2:36][C@H:35]([O:38][C:39]([N:41]4[CH2:49][C:48]5[C:43](=[CH:44][CH:45]=[CH:46][C:47]=5[F:50])[CH2:42]4)=[O:40])[CH2:34]3)[C:1](=[O:3])[CH2:4][CH2:5][CH2:6][CH2:7][CH2:8][CH2:9][CH2:10][CH2:11][NH:12][C:13]3[C:14](=[CH:15][CH:16]=[CH:17][CH:18]=3)[S:19](=[O:20])(=[O:21])[NH:22][C:23]2=[O:24])[CH2:27][C@H:28]1[CH:29]=[CH2:51])=[O:67]. (5) Given the reactants [CH3:1][C:2]1[C:3]([CH2:9][NH2:10])=[N:4][CH:5]=[C:6](C)[CH:7]=1.[N:11]1[C:20]2C(=O)CC[CH2:16][C:15]=2[CH:14]=[CH:13][CH:12]=1.[BH-](OC(C)=O)(OC(C)=O)O[C:24]([CH3:26])=O.[Na+].[CH2:36](Cl)Cl, predict the reaction product. The product is: [CH3:16][C:15]1[C:20]([NH:10][CH:9]2[C:3]3[N:4]=[CH:5][CH:6]=[CH:7][C:2]=3[CH2:1][CH2:26][CH2:24]2)=[N:11][CH:12]=[C:13]([CH3:36])[CH:14]=1. (6) Given the reactants [O:1]1[CH2:4][C:3](=[O:5])[CH2:2]1.[C:6]([O:10][C:11](=[O:20])[NH:12][C:13]1[CH:18]=[CH:17][C:16](Br)=[CH:15][CH:14]=1)([CH3:9])([CH3:8])[CH3:7], predict the reaction product. The product is: [C:6]([O:10][C:11](=[O:20])[NH:12][C:13]1[CH:14]=[CH:15][C:16]([C:3]2([OH:5])[CH2:4][O:1][CH2:2]2)=[CH:17][CH:18]=1)([CH3:9])([CH3:7])[CH3:8]. (7) Given the reactants Cl[C:2]1[N:7]=[CH:6][C:5]([F:8])=[CH:4][N:3]=1.CC1(C)C(C)(C)OB([C:17]2[CH:18]=[C:19]([NH2:23])[CH:20]=[CH:21][CH:22]=2)O1.P([O-])([O-])([O-])=O.[K+].[K+].[K+], predict the reaction product. The product is: [F:8][C:5]1[CH:4]=[N:3][C:2]([C:17]2[CH:18]=[C:19]([NH2:23])[CH:20]=[CH:21][CH:22]=2)=[N:7][CH:6]=1.